This data is from Full USPTO retrosynthesis dataset with 1.9M reactions from patents (1976-2016). The task is: Predict the reactants needed to synthesize the given product. (1) Given the product [CH3:43][O:3][CH:4]1[C:13]2[CH2:12][S:11][N:10]=[C:9]([NH2:14])[C:8]3=[N:29][N:30]([CH2:32][C:33]4[C:38]([CH3:39])=[C:37]([O:40][CH3:41])[C:36]([CH3:42])=[CH:35][N:34]=4)[N:31]=[C:6]([C:7]=23)[CH2:5]1, predict the reactants needed to synthesize it. The reactants are: [H-].[Na+].[OH:3][CH:4]1[C:13]2[CH2:12][S:11][N:10]=[C:9]([N:14](C(OC(C)(C)C)=O)C(OC(C)(C)C)=O)[C:8]3=[N:29][N:30]([CH2:32][C:33]4[C:38]([CH3:39])=[C:37]([O:40][CH3:41])[C:36]([CH3:42])=[CH:35][N:34]=4)[N:31]=[C:6]([C:7]=23)[CH2:5]1.[CH3:43]N(C)C=O.CI. (2) Given the product [NH2:16][C:11]1[N:10]=[C:9]([NH2:17])[C:8]([C:5]2[CH:4]=[CH:3][C:2]([NH:1][C:29](=[O:31])[CH2:28][C:25]3[CH:24]=[CH:23][C:22]([S:19]([CH3:18])(=[O:20])=[O:21])=[CH:27][CH:26]=3)=[CH:7][CH:6]=2)=[C:13]([CH2:14][O:51][CH2:34][C:35]2[CH:40]=[CH:39][CH:38]=[CH:37][CH:36]=2)[N:12]=1, predict the reactants needed to synthesize it. The reactants are: [NH2:1][C:2]1[CH:7]=[CH:6][C:5]([C:8]2[C:9]([NH2:17])=[N:10][C:11]([NH2:16])=[N:12][C:13]=2[CH2:14]C)=[CH:4][CH:3]=1.[CH3:18][S:19]([C:22]1[CH:27]=[CH:26][C:25]([CH2:28][C:29]([OH:31])=O)=[CH:24][CH:23]=1)(=[O:21])=[O:20].C1[C:40]2[C:35](=[CH:36][CH:37]=[CH:38][CH:39]=2)[CH2:34]C1C(O)=O.CN(C([O:51]N1N=NC2C=CC=NC1=2)=[N+](C)C)C.F[P-](F)(F)(F)(F)F.CN(C(ON1N=NC2C=CC=CC1=2)=[N+](C)C)C.[B-](F)(F)(F)F. (3) Given the product [Cl:14][C:9]1[N:8]=[C:7]([O:6][C:5]2[CH:15]=[CH:16][CH:17]=[CH:18][C:4]=2[NH2:1])[C:12]([Cl:13])=[CH:11][N:10]=1, predict the reactants needed to synthesize it. The reactants are: [N+:1]([C:4]1[CH:18]=[CH:17][CH:16]=[CH:15][C:5]=1[O:6][C:7]1[C:12]([Cl:13])=[CH:11][N:10]=[C:9]([Cl:14])[N:8]=1)([O-])=O.C(O)C.C(O)(=O)C. (4) The reactants are: [CH3:1][N:2]1[CH:6]=[CH:5][N:4]=[C:3]1[CH:7]=O.CC1C=C(C)N2N=C(C=O)N=C2N=1.[Cl:22][C:23]1[CH:24]=[C:25]([CH2:31][CH2:32][C:33]2([CH:41]3[CH2:45][CH2:44][CH2:43][CH2:42]3)[O:38][C:37](=[O:39])[CH2:36][C:35](=[O:40])[CH2:34]2)[CH:26]=[CH:27][C:28]=1[O:29][CH3:30].ClC1C=C(CCC2(C3CCCC3)OC(=O)CC(=O)C2)C=CC=1OC(C)C. Given the product [Cl:22][C:23]1[CH:24]=[C:25]([CH2:31][CH2:32][C:33]2([CH:41]3[CH2:45][CH2:44][CH2:43][CH2:42]3)[O:38][C:37](=[O:39])[CH:36]([CH2:7][C:3]3[N:2]([CH3:1])[CH:6]=[CH:5][N:4]=3)[C:35](=[O:40])[CH2:34]2)[CH:26]=[CH:27][C:28]=1[O:29][CH3:30], predict the reactants needed to synthesize it. (5) Given the product [C:1]([O:5][C:6]([N:8]1[CH2:21][CH2:20][C:19]2[C:18]3[CH:17]=[CH:16][CH:15]=[CH:14][C:13]=3[N:12]([CH2:22][CH2:23][CH2:24][O:32][C:26]3[CH:31]=[CH:30][CH:29]=[CH:28][CH:27]=3)[C:11]=2[CH2:10][CH2:9]1)=[O:7])([CH3:4])([CH3:3])[CH3:2], predict the reactants needed to synthesize it. The reactants are: [C:1]([O:5][C:6]([N:8]1[CH2:21][CH2:20][C:19]2[C:18]3[CH:17]=[CH:16][CH:15]=[CH:14][C:13]=3[N:12]([CH2:22][CH2:23][CH2:24]Cl)[C:11]=2[CH2:10][CH2:9]1)=[O:7])([CH3:4])([CH3:3])[CH3:2].[C:26]1([OH:32])[CH:31]=[CH:30][CH:29]=[CH:28][CH:27]=1.CN(C=O)C.C([O-])([O-])=O.[K+].[K+]. (6) Given the product [Cl:12][C:9]1[N:10]=[C:11]2[C:6](=[CH:7][CH:8]=1)[N:5]=[CH:4][C:3]([C:13](=[O:15])[CH3:14])=[C:2]2[NH:16][C@H:17]1[CH2:22][CH2:21][C@H:20]([CH2:23][OH:24])[CH2:19][CH2:18]1, predict the reactants needed to synthesize it. The reactants are: Cl[C:2]1[C:11]2[C:6](=[CH:7][CH:8]=[C:9]([Cl:12])[N:10]=2)[N:5]=[CH:4][C:3]=1[C:13](=[O:15])[CH3:14].[NH2:16][C@H:17]1[CH2:22][CH2:21][C@H:20]([CH2:23][OH:24])[CH2:19][CH2:18]1. (7) The reactants are: [C:1]([O:5][C:6]([NH:8][C@@H:9]([CH:13]1[CH2:15][CH2:14]1)[C:10]([OH:12])=[O:11])=[O:7])([CH3:4])([CH3:3])[CH3:2].[H-].[Na+].CI.[C:20](O)(=O)CC(CC(O)=O)(C(O)=O)O. Given the product [C:1]([O:5][C:6]([N:8]([CH3:20])[C@@H:9]([CH:13]1[CH2:14][CH2:15]1)[C:10]([OH:12])=[O:11])=[O:7])([CH3:4])([CH3:2])[CH3:3], predict the reactants needed to synthesize it. (8) Given the product [F:1][C:2]1[C:3]([N:10]2[CH2:15][CH2:14][N:13]([C:16]3[CH:21]=[CH:20][N:19]=[C:18]([O:22][CH2:30][CH2:31][O:32][CH3:33])[CH:17]=3)[CH2:12][CH2:11]2)=[CH:4][CH:5]=[CH:6][C:7]=1[CH2:8][OH:9], predict the reactants needed to synthesize it. The reactants are: [F:1][C:2]1[C:7]([CH2:8][OH:9])=[CH:6][CH:5]=[CH:4][C:3]=1[N:10]1[CH2:15][CH2:14][N:13]([C:16]2[CH:21]=[CH:20][NH:19][C:18](=[O:22])[CH:17]=2)[CH2:12][CH2:11]1.C(=O)([O-])[O-].[K+].[K+].Br[CH2:30][CH2:31][O:32][CH3:33].O. (9) Given the product [CH3:16][C:17]1[C:24]2[O:23][N:22]=[C:21]([CH:25]3[CH2:30][CH2:29][N:28]([CH2:10][CH2:11][CH2:12][C:13]#[N:14])[CH2:27][CH2:26]3)[C:20]=2[S:19][CH:18]=1, predict the reactants needed to synthesize it. The reactants are: C(=O)([O-])[O-].[K+].[K+].[I-].[K+].Br[CH2:10][CH2:11][CH2:12][C:13]#[N:14].Cl.[CH3:16][C:17]1[C:24]2[O:23][N:22]=[C:21]([CH:25]3[CH2:30][CH2:29][NH:28][CH2:27][CH2:26]3)[C:20]=2[S:19][CH:18]=1. (10) Given the product [Cl:8][C:9]1[CH:14]=[C:13]([O:15][C:16]([F:17])([F:18])[F:19])[CH:12]=[C:11]([Cl:20])[C:10]=1[NH:21][C:22]([NH:24][C:25]1[C:26]([C:35]([NH:37][C@H:38]([C:47]([OH:49])=[O:48])[CH2:39][C:40]([OH:42])=[O:41])=[O:36])=[CH:27][C:28]2[C:33]([CH:34]=1)=[CH:32][CH:31]=[CH:30][CH:29]=2)=[O:23], predict the reactants needed to synthesize it. The reactants are: C(O)(C(F)(F)F)=O.[Cl:8][C:9]1[CH:14]=[C:13]([O:15][C:16]([F:19])([F:18])[F:17])[CH:12]=[C:11]([Cl:20])[C:10]=1[NH:21][C:22]([NH:24][C:25]1[C:26]([C:35]([NH:37][C@H:38]([C:47]([O:49]C(C)(C)C)=[O:48])[CH2:39][C:40]([O:42]C(C)(C)C)=[O:41])=[O:36])=[CH:27][C:28]2[C:33]([CH:34]=1)=[CH:32][CH:31]=[CH:30][CH:29]=2)=[O:23].